From a dataset of CYP2C19 inhibition data for predicting drug metabolism from PubChem BioAssay. Regression/Classification. Given a drug SMILES string, predict its absorption, distribution, metabolism, or excretion properties. Task type varies by dataset: regression for continuous measurements (e.g., permeability, clearance, half-life) or binary classification for categorical outcomes (e.g., BBB penetration, CYP inhibition). Dataset: cyp2c19_veith. (1) The molecule is O=C(NC1CCCC1)C(c1ccc(F)cc1)N(Cc1ccc(F)cc1)C(=O)c1ccn[nH]1. The result is 1 (inhibitor). (2) The molecule is COc1ccccc1CNc1ncnc2ccc(-c3cccc(NS(C)(=O)=O)c3)cc12. The result is 1 (inhibitor). (3) The drug is COC(=O)[C@H](C)NC(=O)[C@@H](C)CO. The result is 0 (non-inhibitor). (4) The drug is Cc1ccc(C(=O)NCCCN2CCOCC2)cc1N1CCCC1=O. The result is 0 (non-inhibitor).